This data is from Reaction yield outcomes from USPTO patents with 853,638 reactions. The task is: Predict the reaction yield, written as a fraction of the theoretical maximum amount of product (1.0 means a 100% yield; for example, 0.34 means a 34% yield). (1) The reactants are [CH3:1][N:2]1[C:6]([N:7]2[CH2:12][CH2:11][CH:10]([NH:13]C(=O)OC(C)(C)C)[CH2:9][CH2:8]2)=[C:5]([NH2:21])[CH:4]=[N:3]1.C(OC([NH:29][C:30]1[S:34][C:33]([C:35]2[C:40]([F:41])=[CH:39][CH:38]=[CH:37][C:36]=2[F:42])=[N:32][C:31]=1[C:43](O)=[O:44])=O)(C)(C)C.CN(C(ON1N=NC2C=CC=NC1=2)=[N+](C)C)C.F[P-](F)(F)(F)(F)F. No catalyst specified. The product is [NH2:29][C:30]1[S:34][C:33]([C:35]2[C:40]([F:41])=[CH:39][CH:38]=[CH:37][C:36]=2[F:42])=[N:32][C:31]=1[C:43]([NH:21][C:5]1[CH:4]=[N:3][N:2]([CH3:1])[C:6]=1[N:7]1[CH2:8][CH2:9][CH:10]([NH2:13])[CH2:11][CH2:12]1)=[O:44]. The yield is 0.210. (2) The reactants are [Cl:1][C:2]1[CH:7]=[CH:6][CH:5]=[CH:4][C:3]=1[C:8]1[C:19](=[O:20])[NH:18][C:11]2[N:12]=[C:13]([S:16][CH3:17])[N:14]=[CH:15][C:10]=2[CH:9]=1.O[CH2:22][CH2:23][C:24]1[CH:25]=[C:26]([NH:30][C:31](=[O:37])[O:32][C:33]([CH3:36])([CH3:35])[CH3:34])[CH:27]=[CH:28][CH:29]=1.C1C=CC(P(C2C=CC=CC=2)C2C=CC=CC=2)=CC=1.CC(OC(/N=N/C(OC(C)C)=O)=O)C. The catalyst is CN(C=O)C.O. The product is [Cl:1][C:2]1[CH:7]=[CH:6][CH:5]=[CH:4][C:3]=1[C:8]1[C:19](=[O:20])[N:18]([CH2:22][CH2:23][C:24]2[CH:25]=[C:26]([NH:30][C:31](=[O:37])[O:32][C:33]([CH3:36])([CH3:35])[CH3:34])[CH:27]=[CH:28][CH:29]=2)[C:11]2[N:12]=[C:13]([S:16][CH3:17])[N:14]=[CH:15][C:10]=2[CH:9]=1. The yield is 0.700. (3) No catalyst specified. The reactants are [CH3:1][C:2]1[CH:7]=[C:6]([CH3:8])[NH:5][C:4](=[O:9])[C:3]=1[CH2:10][NH:11]C(=O)OC(C)(C)C.O1CCOCC1.[ClH:25]. The yield is 0.400. The product is [ClH:25].[NH2:11][CH2:10][C:3]1[C:4](=[O:9])[NH:5][C:6]([CH3:8])=[CH:7][C:2]=1[CH3:1]. (4) The reactants are [I:1][C:2]1[CH:7]=[CH:6][CH:5]=[CH:4][C:3]=1[NH2:8].[C:9](O)(=[O:13])[C:10]#[C:11][CH3:12].C1(N=C=NC2CCCCC2)CCCCC1. The catalyst is ClCCl. The product is [I:1][C:2]1[CH:7]=[CH:6][CH:5]=[CH:4][C:3]=1[NH:8][C:9](=[O:13])[C:10]#[C:11][CH3:12]. The yield is 1.00. (5) The reactants are C(O[C:6]([NH:8][CH2:9][C:10]1[CH:19]=[CH:18][C:17]2[C:12](=[CH:13][CH:14]=[C:15]([CH2:20][C:21]3[CH:22]=[C:23]([CH:28]=[CH:29][N:30]=3)[C:24]([O:26][CH3:27])=[O:25])[CH:16]=2)[N:11]=1)=[O:7])(C)(C)C.Cl.[CH3:32]COC(C)=O.C(Cl)(C)=O. The catalyst is CCOC(C)=O. The product is [C:6]([NH:8][CH2:9][C:10]1[CH:19]=[CH:18][C:17]2[C:12](=[CH:13][CH:14]=[C:15]([CH2:20][C:21]3[CH:22]=[C:23]([CH:28]=[CH:29][N:30]=3)[C:24]([O:26][CH3:27])=[O:25])[CH:16]=2)[N:11]=1)(=[O:7])[CH3:32]. The yield is 0.790. (6) The reactants are C1(C(C2C=CC=CC=2)(C2C=CC=CC=2)[N:8]2[CH:16]=[N:15][C:14]3[C:9]2=[N:10][CH:11]=[N:12][C:13]=3[NH2:17])C=CC=CC=1.[CH3:30][O:31][C:32]1[CH:37]=[CH:36][C:35]([O:38][CH2:39][CH2:40][O:41][CH2:42]Cl)=[CH:34][CH:33]=1.ClCCOCN1C2C(=NC=NC=2N)N=C1.CCO. The catalyst is C(Cl)Cl. The product is [CH3:30][O:31][C:32]1[CH:37]=[CH:36][C:35]([O:38][CH2:39][CH2:40][O:41][CH2:42][N:15]2[C:14]3[C:9](=[N:10][CH:11]=[N:12][C:13]=3[NH2:17])[N:8]=[CH:16]2)=[CH:34][CH:33]=1. The yield is 0.860. (7) The reactants are [F:1][C:2]1[CH:7]=[CH:6][CH:5]=[CH:4][C:3]=1[C:8]1[N:9]=[N:10][N:11]([CH3:24])[C:12]=1[CH2:13][O:14][C:15]1[CH:23]=[CH:22][C:18]([C:19]([OH:21])=O)=[CH:17][N:16]=1.[CH:25]([NH2:28])([CH3:27])[CH3:26]. No catalyst specified. The product is [F:1][C:2]1[CH:7]=[CH:6][CH:5]=[CH:4][C:3]=1[C:8]1[N:9]=[N:10][N:11]([CH3:24])[C:12]=1[CH2:13][O:14][C:15]1[CH:23]=[CH:22][C:18]([C:19]([NH:28][CH:25]([CH3:27])[CH3:26])=[O:21])=[CH:17][N:16]=1. The yield is 0.850. (8) The reactants are Br[CH2:2][C:3]1[CH:7]=[CH:6][S:5][C:4]=1[C:8]([O-:10])=O.[NH3:11].CN([CH:15]=[O:16])C. The catalyst is CO. The product is [NH2:11][CH2:2][C:3]1[CH:7]=[CH:6][S:5][C:4]=1[C:8]([O:16][CH3:15])=[O:10]. The yield is 0.720. (9) The reactants are [Br:1][C:2]1[CH:3]=[CH:4][C:5]([NH2:8])=[N:6][CH:7]=1.Br[CH2:10][C:11]([C:13]1[CH:18]=[CH:17][C:16]([F:19])=[CH:15][CH:14]=1)=O.C(=O)(O)[O-].[Na+]. The catalyst is C(O)C. The product is [Br:1][C:2]1[CH:3]=[CH:4][C:5]2[N:6]([CH:10]=[C:11]([C:13]3[CH:18]=[CH:17][C:16]([F:19])=[CH:15][CH:14]=3)[N:8]=2)[CH:7]=1. The yield is 0.590.